Dataset: Forward reaction prediction with 1.9M reactions from USPTO patents (1976-2016). Task: Predict the product of the given reaction. (1) Given the reactants [CH3:1][O:2][C:3](=[O:22])[CH2:4][C:5]1[C:14]([C:15]#[CH:16])=[C:13]([O:17][C:18](=[O:20])[CH3:19])[C:12]2[C:7](=[CH:8][CH:9]=[C:10]([F:21])[CH:11]=2)[CH:6]=1.[H][H], predict the reaction product. The product is: [CH3:1][O:2][C:3](=[O:22])[CH2:4][C:5]1[C:14]([CH2:15][CH3:16])=[C:13]([O:17][C:18](=[O:20])[CH3:19])[C:12]2[C:7](=[CH:8][CH:9]=[C:10]([F:21])[CH:11]=2)[CH:6]=1. (2) Given the reactants [CH3:1][C:2]1([CH3:29])[O:7][CH2:6][C:5]([CH2:10][O:11][Si:12]([C:25]([CH3:28])([CH3:27])[CH3:26])([C:19]2[CH:24]=[CH:23][CH:22]=[CH:21][CH:20]=2)[C:13]2[CH:18]=[CH:17][CH:16]=[CH:15][CH:14]=2)([CH2:8]O)[CH2:4][O:3]1.[C:30]1(C)[CH:35]=[C:34]([S:36](CCl)(=[O:38])=[O:37])[CH:33]=[CH:32][CH:31]=1.[CH2:42](Cl)Cl, predict the reaction product. The product is: [CH3:29][C:2]1([CH3:1])[O:7][CH2:6][C:5]([CH2:10][O:11][Si:12]([C:25]([CH3:27])([CH3:26])[CH3:28])([C:13]2[CH:18]=[CH:17][CH:16]=[CH:15][CH:14]=2)[C:19]2[CH:24]=[CH:23][CH:22]=[CH:21][CH:20]=2)([CH2:8][S:36]([C:34]2[C:33]([CH3:42])=[CH:32][CH:31]=[CH:30][CH:35]=2)(=[O:37])=[O:38])[CH2:4][O:3]1.